Dataset: Forward reaction prediction with 1.9M reactions from USPTO patents (1976-2016). Task: Predict the product of the given reaction. Given the reactants [Cl:1][C:2]1[S:3][C:4]2[CH:10]=[C:9]([N:11]3[CH2:16][CH2:15][N:14](C(OC(C)(C)C)=O)[C@H:13]([CH3:24])[CH2:12]3)[CH:8]=[CH:7][C:5]=2[CH:6]=1.FC(F)(F)C(O)=O, predict the reaction product. The product is: [Cl:1][C:2]1[S:3][C:4]2[CH:10]=[C:9]([N:11]3[CH2:16][CH2:15][NH:14][C@H:13]([CH3:24])[CH2:12]3)[CH:8]=[CH:7][C:5]=2[CH:6]=1.